This data is from Reaction yield outcomes from USPTO patents with 853,638 reactions. The task is: Predict the reaction yield, written as a fraction of the theoretical maximum amount of product (1.0 means a 100% yield; for example, 0.34 means a 34% yield). (1) The reactants are Br[C:2]1[CH:3]=[C:4]([C:21]([NH2:23])=[O:22])[C:5]2[NH:6][C:7]3[CH:8]=[C:9]([N:15]4[CH2:20][CH2:19][O:18][CH2:17][CH2:16]4)[CH:10]=[CH:11][C:12]=3[C:13]=2[N:14]=1.[Cl:24][C:25]1[CH:26]=[C:27](B(O)O)[CH:28]=[CH:29][C:30]=1[O:31][CH3:32].C([O-])([O-])=O.[Na+].[Na+].C(O)(C(F)(F)F)=O.N. The catalyst is CO.C1C=CC(P(C2C=CC=CC=2)[C-]2C=CC=C2)=CC=1.C1C=CC(P(C2C=CC=CC=2)[C-]2C=CC=C2)=CC=1.Cl[Pd]Cl.[Fe+2].C(Cl)Cl.O.COCCOC. The product is [Cl:24][C:25]1[CH:26]=[C:27]([C:2]2[CH:3]=[C:4]([C:21]([NH2:23])=[O:22])[C:5]3[NH:6][C:7]4[CH:8]=[C:9]([N:15]5[CH2:20][CH2:19][O:18][CH2:17][CH2:16]5)[CH:10]=[CH:11][C:12]=4[C:13]=3[N:14]=2)[CH:28]=[CH:29][C:30]=1[O:31][CH3:32]. The yield is 0.190. (2) The reactants are [CH3:1][O:2][C:3]([C:5]1[S:6][CH:7]=[C:8](Br)[CH:9]=1)=[O:4].C(N(CC)CC)C.[CH2:18]([OH:22])[CH2:19][C:20]#[CH:21]. The catalyst is C(#N)C.[Pd](Cl)Cl.[Cu](I)I.C1(P(C2C=CC=CC=2)C2C=CC=CC=2)C=CC=CC=1. The product is [CH3:1][O:2][C:3]([C:5]1[S:6][CH:7]=[C:8]([C:21]#[C:20][CH2:19][CH2:18][OH:22])[CH:9]=1)=[O:4]. The yield is 0.670. (3) The reactants are C([N:14]1[CH2:17][C:16]2([C:21](=[O:22])[NH:20][C:19](=[O:23])[NH:18]2)[CH2:15]1)(C1C=CC=CC=1)C1C=CC=CC=1.[C:24]([OH:27])(=[O:26])[CH3:25].[H][H]. The catalyst is [Pd].CO.C(OCC)C. The product is [C:24]([OH:27])(=[O:26])[CH3:25].[CH2:15]1[C:16]2([C:21](=[O:22])[NH:20][C:19](=[O:23])[NH:18]2)[CH2:17][NH:14]1. The yield is 0.693. (4) The reactants are [CH:1]([O:4][C:5]1[CH:13]=[CH:12][C:8]([C:9]([OH:11])=O)=[CH:7][C:6]=1[O:14][CH3:15])([CH3:3])[CH3:2].CN(C(ON1N=NC2C=CC=NC1=2)=[N+](C)C)C.F[P-](F)(F)(F)(F)F.CCN(CC)CC.[CH2:47]([O:54][CH2:55][C:56]1[C:70]2[C:65](=[CH:66][CH:67]=[CH:68][CH:69]=2)[O:64][C:58]2([CH2:63][CH2:62][NH:61][CH2:60][CH2:59]2)[CH:57]=1)[C:48]1[CH:53]=[CH:52][CH:51]=[CH:50][CH:49]=1. The catalyst is CN(C=O)C. The product is [CH2:47]([O:54][CH2:55][C:56]1[C:70]2[C:65](=[CH:66][CH:67]=[CH:68][CH:69]=2)[O:64][C:58]2([CH2:59][CH2:60][N:61]([C:9]([C:8]3[CH:12]=[CH:13][C:5]([O:4][CH:1]([CH3:2])[CH3:3])=[C:6]([O:14][CH3:15])[CH:7]=3)=[O:11])[CH2:62][CH2:63]2)[CH:57]=1)[C:48]1[CH:49]=[CH:50][CH:51]=[CH:52][CH:53]=1. The yield is 0.990. (5) The reactants are BrC1C=CC2OCCN3C=C(I)N=C3C=2C=1.C=O.O.N1CCCC1.C[Si](N[Si](C)(C)C)(C)C.Br[C:35]1[CH:36]=[CH:37][C:38]2[O:44][CH2:43][CH2:42][N:41]3[C:45]([CH2:51][N:52]4[CH2:56][CH2:55][CH2:54][CH2:53]4)=[C:46]([C:48]([NH2:50])=[O:49])[N:47]=[C:40]3[C:39]=2[CH:57]=1.[CH3:58][C:59]([OH:63])([C:61]#[CH:62])[CH3:60]. The catalyst is C(O)(=O)C.ClCCl.CN(C)C=O.C1C=CC(P(C2C=CC=CC=2)[C-]2C=CC=C2)=CC=1.C1C=CC(P(C2C=CC=CC=2)[C-]2C=CC=C2)=CC=1.Cl[Pd]Cl.[Fe+2]. The product is [OH:63][C:59]([CH3:60])([CH3:58])[C:61]#[C:62][C:35]1[CH:36]=[CH:37][C:38]2[O:44][CH2:43][CH2:42][N:41]3[C:45]([CH2:51][N:52]4[CH2:56][CH2:55][CH2:54][CH2:53]4)=[C:46]([C:48]([NH2:50])=[O:49])[N:47]=[C:40]3[C:39]=2[CH:57]=1. The yield is 0.180. (6) The reactants are [CH3:1][N:2]([CH3:6])[CH2:3][CH2:4][OH:5].[CH2:7]([Br:10])[CH2:8][CH3:9].C1(C)C=CC=CC=1. The catalyst is CC#N. The product is [Br-:10].[OH:5][CH2:4][CH2:3][N+:2]([CH3:6])([CH3:1])[CH2:7][CH2:8][CH3:9]. The yield is 0.960.